Task: Predict the reaction yield, written as a fraction of the theoretical maximum amount of product (1.0 means a 100% yield; for example, 0.34 means a 34% yield).. Dataset: Reaction yield outcomes from USPTO patents with 853,638 reactions The reactants are [CH3:1][O:2][C:3]([C:5]1[S:6][C:7]([N+]([O-])=O)=[C:8]([S:10]([C:13]2[CH:14]=[N:15][C:16]([Cl:20])=[C:17]([Br:19])[CH:18]=2)(=[O:12])=[O:11])[CH:9]=1)=[O:4].[CH3:24][S-:25].[Na+]. No catalyst specified. The product is [CH3:1][O:2][C:3]([C:5]1[S:6][C:7]([S:25][CH3:24])=[C:8]([S:10]([C:13]2[CH:14]=[N:15][C:16]([Cl:20])=[C:17]([Br:19])[CH:18]=2)(=[O:12])=[O:11])[CH:9]=1)=[O:4]. The yield is 0.210.